Dataset: Reaction yield outcomes from USPTO patents with 853,638 reactions. Task: Predict the reaction yield, written as a fraction of the theoretical maximum amount of product (1.0 means a 100% yield; for example, 0.34 means a 34% yield). (1) The reactants are [CH2:1]([S:13][CH2:14][C@@H:15]1[CH2:19][O:18]C(C)(C)[O:16]1)[CH2:2][CH2:3][CH2:4][CH2:5][CH2:6][CH2:7][CH2:8][CH2:9][CH2:10][CH2:11][CH3:12]. The catalyst is C(O)(=O)C. The product is [CH2:1]([S:13][CH2:14][C@@H:15]([OH:16])[CH2:19][OH:18])[CH2:2][CH2:3][CH2:4][CH2:5][CH2:6][CH2:7][CH2:8][CH2:9][CH2:10][CH2:11][CH3:12]. The yield is 0.520. (2) The reactants are [NH2:1][C:2]1[N:3]=[C:4]([Cl:29])[C:5]2[C:10]([CH2:11][CH2:12]OS(C)(=O)=O)=[CH:9][N:8]([CH2:18][C:19]3[C:24]([CH3:25])=[C:23]([O:26][CH3:27])[C:22]([CH3:28])=[CH:21][N:20]=3)[C:6]=2[N:7]=1. The catalyst is C(N)C(C)C. The product is [Cl:29][C:4]1[C:5]2[C:10]([CH2:11][CH2:12][NH:3][CH2:4][CH:5]([CH3:10])[CH3:6])=[CH:9][N:8]([CH2:18][C:19]3[C:24]([CH3:25])=[C:23]([O:26][CH3:27])[C:22]([CH3:28])=[CH:21][N:20]=3)[C:6]=2[N:7]=[C:2]([NH2:1])[N:3]=1. The yield is 0.500. (3) The reactants are CN(C)C=O.[F:6][C:7]1[CH:14]=[C:13]([OH:15])[CH:12]=[CH:11][C:8]=1[CH:9]=[O:10].[H-].[Na+].Cl[CH2:19][C:20]1[CH:25]=[CH:24][C:23]([F:26])=[CH:22][N:21]=1. The catalyst is O. The product is [F:6][C:7]1[CH:14]=[C:13]([O:15][CH2:19][C:20]2[CH:25]=[CH:24][C:23]([F:26])=[CH:22][N:21]=2)[CH:12]=[CH:11][C:8]=1[CH:9]=[O:10]. The yield is 0.422. (4) The reactants are [Br:1][C:2]1[CH:3]=[CH:4][C:5]2[N:11]3[C:12]([CH3:15])=[N:13][N:14]=[C:10]3[CH2:9][CH2:8][NH:7][C:6]=2[CH:16]=1.[Cl:17][C:18]1[CH:23]=[CH:22][C:21](I)=[CH:20][CH:19]=1.C1(P(C2CCCCC2)C2C=CC=CC=2C2C(OC)=CC=CC=2OC)CCCCC1.C([O-])([O-])=O.[Cs+].[Cs+]. The catalyst is C1(C)C=CC=CC=1.C1C=CC(/C=C/C(/C=C/C2C=CC=CC=2)=O)=CC=1.C1C=CC(/C=C/C(/C=C/C2C=CC=CC=2)=O)=CC=1.C1C=CC(/C=C/C(/C=C/C2C=CC=CC=2)=O)=CC=1.[Pd].[Pd]. The product is [Br:1][C:2]1[CH:3]=[CH:4][C:5]2[N:11]3[C:12]([CH3:15])=[N:13][N:14]=[C:10]3[CH2:9][CH2:8][N:7]([C:21]3[CH:22]=[CH:23][C:18]([Cl:17])=[CH:19][CH:20]=3)[C:6]=2[CH:16]=1. The yield is 0.200. (5) The reactants are [OH:1][C:2]1[CH:3]=[CH:4][CH:5]=[C:6]2[C:11]=1[N:10]=[C:9]([CH:12]=[N:13]O)[CH:8]=[CH:7]2. The catalyst is [Pd].[C].CO. The product is [NH2:13][CH2:12][C:9]1[CH:8]=[CH:7][C:6]2[C:11](=[C:2]([OH:1])[CH:3]=[CH:4][CH:5]=2)[N:10]=1. The yield is 0.820. (6) The reactants are [NH2:1][C:2]1[CH:3]=[CH:4][C:5]([O:18][CH3:19])=[C:6]([NH:8][C:9](=[O:17])[CH2:10][N:11]2[CH2:16][CH2:15][O:14][CH2:13][CH2:12]2)[CH:7]=1.[Cl:20][C:21]1[CH:22]=[C:23]([C:27]2[CH:32]=[CH:31][C:30]([C:33](O)=[O:34])=[CH:29][CH:28]=2)[CH:24]=[CH:25][CH:26]=1.C(N(C(C)C)CC)(C)C. The catalyst is CN(C=O)C. The product is [Cl:20][C:21]1[CH:22]=[C:23]([C:27]2[CH:32]=[CH:31][C:30]([C:33]([NH:1][C:2]3[CH:3]=[CH:4][C:5]([O:18][CH3:19])=[C:6]([NH:8][C:9](=[O:17])[CH2:10][N:11]4[CH2:16][CH2:15][O:14][CH2:13][CH2:12]4)[CH:7]=3)=[O:34])=[CH:29][CH:28]=2)[CH:24]=[CH:25][CH:26]=1. The yield is 0.0800. (7) The reactants are [CH3:1][C:2]1[CH:6]=[CH:5][N:4]([CH2:7][CH2:8][O:9][CH2:10][Si:11]([CH3:14])([CH3:13])[CH3:12])[N:3]=1.CC1N(CCOC[Si](C)(C)C)N=CC=1.[Li]CCCC.[CH2:34]([Sn:38](Cl)([CH2:43][CH2:44][CH2:45][CH3:46])[CH2:39][CH2:40][CH2:41][CH3:42])[CH2:35][CH2:36][CH3:37]. The catalyst is C1COCC1. The product is [CH3:1][C:2]1[CH:6]=[C:5]([Sn:38]([CH2:39][CH2:40][CH2:41][CH3:42])([CH2:43][CH2:44][CH2:45][CH3:46])[CH2:34][CH2:35][CH2:36][CH3:37])[N:4]([CH2:7][CH2:8][O:9][CH2:10][Si:11]([CH3:13])([CH3:12])[CH3:14])[N:3]=1. The yield is 0.240. (8) The reactants are [CH3:1][O:2][C:3]1[CH:8]=[CH:7][C:6]([CH2:9][N:10]2[C:14]3=[N:15][CH:16]=[CH:17][C:18]([O:19][C:20]4[CH:25]=[CH:24][C:23]([C:26](=[O:34])[NH:27][C:28]5[S:29][CH:30]=[C:31]([CH3:33])[N:32]=5)=[CH:22][CH:21]=4)=[C:13]3[C:12]([NH:35][C@@H:36]3[CH2:41][CH2:40][CH2:39][N:38](C(OC(C)(C)C)=O)[CH2:37]3)=[N:11]2)=[CH:5][CH:4]=1.[C:49]([OH:55])([C:51]([F:54])([F:53])[F:52])=[O:50]. The catalyst is C(Cl)Cl. The product is [F:52][C:51]([F:54])([F:53])[C:49]([O-:55])=[O:50].[CH3:1][O:2][C:3]1[CH:4]=[CH:5][C:6]([CH2:9][N:10]2[C:14]3=[N:15][CH:16]=[CH:17][C:18]([O:19][C:20]4[CH:25]=[CH:24][C:23]([C:26](=[O:34])[NH:27][C:28]5[S:29][CH:30]=[C:31]([CH3:33])[N:32]=5)=[CH:22][CH:21]=4)=[C:13]3[C:12]([NH:35][C@@H:36]3[CH2:41][CH2:40][CH2:39][NH2+:38][CH2:37]3)=[N:11]2)=[CH:7][CH:8]=1. The yield is 1.00.